This data is from Full USPTO retrosynthesis dataset with 1.9M reactions from patents (1976-2016). The task is: Predict the reactants needed to synthesize the given product. (1) Given the product [CH2:1]([C:8]1[S:12][C:11]([NH:13][C:34](=[O:35])[CH2:33][CH2:32][C:26]2[CH:27]=[CH:28][C:29]([O:30][CH3:31])=[C:24]([O:23][CH3:22])[CH:25]=2)=[N:10][C:9]=1[C:14]1[CH:15]=[CH:16][C:17]([O:20][CH3:21])=[CH:18][CH:19]=1)[C:2]1[CH:3]=[CH:4][CH:5]=[CH:6][CH:7]=1, predict the reactants needed to synthesize it. The reactants are: [CH2:1]([C:8]1[S:12][C:11]([NH2:13])=[N:10][C:9]=1[C:14]1[CH:19]=[CH:18][C:17]([O:20][CH3:21])=[CH:16][CH:15]=1)[C:2]1[CH:7]=[CH:6][CH:5]=[CH:4][CH:3]=1.[CH3:22][O:23][C:24]1[CH:25]=[C:26]([CH2:32][CH2:33][C:34](Cl)=[O:35])[CH:27]=[CH:28][C:29]=1[O:30][CH3:31]. (2) Given the product [CH3:23][C@@:14]1([C:17]2[CH:22]=[CH:21][CH:20]=[CH:19][CH:18]=2)[O:13][C:12](=[O:24])[N:11]([C@H:8]([C:5]2[CH:6]=[CH:7][C:2]([C:26]3[CH:31]=[CH:30][N:29]([CH3:32])[C:28](=[O:33])[CH:27]=3)=[CH:3][CH:4]=2)[CH2:9][CH3:10])[CH2:16][CH2:15]1, predict the reactants needed to synthesize it. The reactants are: Br[C:2]1[CH:7]=[CH:6][C:5]([C@@H:8]([N:11]2[CH2:16][CH2:15][C@:14]([CH3:23])([C:17]3[CH:22]=[CH:21][CH:20]=[CH:19][CH:18]=3)[O:13][C:12]2=[O:24])[CH2:9][CH3:10])=[CH:4][CH:3]=1.I[C:26]1[CH:31]=[CH:30][N:29]([CH3:32])[C:28](=[O:33])[CH:27]=1.